From a dataset of Full USPTO retrosynthesis dataset with 1.9M reactions from patents (1976-2016). Predict the reactants needed to synthesize the given product. (1) Given the product [C:1]([O:5][C:6]([N:8]1[C:12]2[CH:13]=[CH:14][CH:15]=[CH:16][C:11]=2[N:10]=[C:9]1[C:17]1([N:30]([C:31]([O:33][C:34]([CH3:37])([CH3:36])[CH3:35])=[O:32])[CH3:40])[CH2:22][CH2:21][N:20]([C:23]([O:25][C:26]([CH3:27])([CH3:28])[CH3:29])=[O:24])[CH2:19][CH2:18]1)=[O:7])([CH3:2])([CH3:3])[CH3:4], predict the reactants needed to synthesize it. The reactants are: [C:1]([O:5][C:6]([N:8]1[C:12]2[CH:13]=[CH:14][CH:15]=[CH:16][C:11]=2[N:10]=[C:9]1[C:17]1([NH:30][C:31]([O:33][C:34]([CH3:37])([CH3:36])[CH3:35])=[O:32])[CH2:22][CH2:21][N:20]([C:23]([O:25][C:26]([CH3:29])([CH3:28])[CH3:27])=[O:24])[CH2:19][CH2:18]1)=[O:7])([CH3:4])([CH3:3])[CH3:2].[H-].[Na+].[CH3:40]I.O. (2) Given the product [NH2:23][C:4]1[CH:5]=[CH:6][C:7]2[CH2:13][CH:12]([N:14]3[CH2:15][CH2:16][N:17]([CH2:20][CH2:21][OH:22])[CH2:18][CH2:19]3)[CH2:11][CH2:10][CH2:9][C:8]=2[C:3]=1[O:2][CH3:1], predict the reactants needed to synthesize it. The reactants are: [CH3:1][O:2][C:3]1[C:8]2[CH2:9][CH2:10][CH2:11][CH:12]([N:14]3[CH2:19][CH2:18][N:17]([CH2:20][CH2:21][OH:22])[CH2:16][CH2:15]3)[CH2:13][C:7]=2[CH:6]=[CH:5][C:4]=1[N+:23]([O-])=O. (3) Given the product [Cl:1][C:2]1[CH:7]=[CH:6][C:5](/[CH:8]=[CH:9]/[C:10]([C:12]2[CH:13]=[CH:14][C:15](=[O:18])[N:16]([CH3:22])[CH:17]=2)=[O:11])=[C:4]([F:19])[CH:3]=1, predict the reactants needed to synthesize it. The reactants are: [Cl:1][C:2]1[CH:7]=[CH:6][C:5](/[CH:8]=[CH:9]/[C:10]([C:12]2[CH:13]=[CH:14][C:15](=[O:18])[NH:16][CH:17]=2)=[O:11])=[C:4]([F:19])[CH:3]=1.IC.[C:22](=O)([O-])[O-].[K+].[K+]. (4) Given the product [CH:37]([O:36][C:34]([N:10]1[C:9]2[C:21]3[C:6]([CH2:7][C:8]=2[C:12]([NH:13][C:14]2[CH:19]=[CH:18][CH:17]=[C:16]([F:20])[CH:15]=2)=[N:11]1)=[CH:5][C:4]([O:3][CH3:2])=[C:23]([O:24][CH3:25])[CH:22]=3)=[O:35])([CH3:39])[CH3:38], predict the reactants needed to synthesize it. The reactants are: Cl.[CH3:2][O:3][C:4]1[CH:5]=[C:6]2[C:21](=[CH:22][C:23]=1[O:24][CH3:25])[C:9]1=[N:10][NH:11][C:12]([NH:13][C:14]3[CH:19]=[CH:18][CH:17]=[C:16]([F:20])[CH:15]=3)=[C:8]1[CH2:7]2.C(NC(C)C)(C)C.Cl[C:34]([O:36][CH:37]([CH3:39])[CH3:38])=[O:35]. (5) Given the product [C:1]([NH:7][C:8](=[O:30])[NH:9][C:10]1[N:15]=[CH:14][C:13]([O:16][C:17]2[CH:22]=[CH:21][N:20]=[C:19]([NH:23][C:24]([N:31]3[CH2:35][CH2:34][CH2:33][CH2:32]3)=[O:29])[CH:18]=2)=[CH:12][CH:11]=1)(=[O:6])[C:2]([CH3:3])([CH3:4])[CH3:5], predict the reactants needed to synthesize it. The reactants are: [C:1]([NH:7][C:8](=[O:30])[NH:9][C:10]1[N:15]=[CH:14][C:13]([O:16][C:17]2[CH:22]=[CH:21][N:20]=[C:19]([NH:23][C:24](=[O:29])OC(C)=C)[CH:18]=2)=[CH:12][CH:11]=1)(=[O:6])[C:2]([CH3:5])([CH3:4])[CH3:3].[NH:31]1[CH2:35][CH2:34][CH2:33][CH2:32]1.CN1CCCC1. (6) Given the product [CH2:17]([O:20][C:13]1[CH:12]=[CH:8][CH:7]=[C:6]([O:10][CH3:11])[C:3]=1[CH:4]=[O:5])[CH3:18], predict the reactants needed to synthesize it. The reactants are: OC1C=[CH:8][CH:7]=[C:6]([O:10][CH3:11])[C:3]=1[CH:4]=[O:5].[CH2:12](I)[CH3:13].[H-].[Na+].[CH:17]([O:20]C(C)C)(C)[CH3:18]. (7) The reactants are: C([Li])CCC.Cl[CH2:7][CH2:8][CH2:9][C:10]#[CH:11].[CH2:12]([Sn:16](Cl)([CH2:21][CH2:22][CH2:23][CH3:24])[CH2:17][CH2:18][CH2:19][CH3:20])[CH2:13][CH2:14][CH3:15]. Given the product [CH2:21]([Sn:16]([CH2:12][CH2:13][CH2:14][CH3:15])([CH2:17][CH2:18][CH2:19][CH3:20])[C:7]#[C:8][CH:9]1[CH2:11][CH2:10]1)[CH2:22][CH2:23][CH3:24], predict the reactants needed to synthesize it. (8) Given the product [C:15]([C:13]1[CH:14]=[C:9]([NH:8][C:38]([NH:39][C:40]2[C:49]3[C:44](=[CH:45][CH:46]=[CH:47][CH:48]=3)[C:43]([O:50][C:51]3[CH:56]=[CH:55][N:54]=[C:53]([NH:57][C:58]4[CH:63]=[C:62]([O:64][CH2:65][CH2:66][O:67][CH2:68][CH2:69][O:70][CH2:71][CH2:72][O:73][CH3:74])[CH:61]=[C:60]([O:75][CH3:76])[CH:59]=4)[N:52]=3)=[CH:42][CH:41]=2)=[O:37])[C:10]([O:29][CH3:30])=[C:11]([NH:19][S:20]([N:23]2[CH2:28][CH2:27][CH2:26][CH2:25][CH2:24]2)(=[O:22])=[O:21])[CH:12]=1)([CH3:18])([CH3:17])[CH3:16], predict the reactants needed to synthesize it. The reactants are: C(N(CC)CC)C.[NH2:8][C:9]1[C:10]([O:29][CH3:30])=[C:11]([NH:19][S:20]([N:23]2[CH2:28][CH2:27][CH2:26][CH2:25][CH2:24]2)(=[O:22])=[O:21])[CH:12]=[C:13]([C:15]([CH3:18])([CH3:17])[CH3:16])[CH:14]=1.C1([O:37][C:38](=O)[NH:39][C:40]2[C:49]3[C:44](=[CH:45][CH:46]=[CH:47][CH:48]=3)[C:43]([O:50][C:51]3[CH:56]=[CH:55][N:54]=[C:53]([NH:57][C:58]4[CH:63]=[C:62]([O:64][CH2:65][CH2:66][O:67][CH2:68][CH2:69][O:70][CH2:71][CH2:72][O:73][CH3:74])[CH:61]=[C:60]([O:75][CH3:76])[CH:59]=4)[N:52]=3)=[CH:42][CH:41]=2)C=CC=CC=1. (9) Given the product [O:1]1[CH2:6][CH:5]=[C:4]([C:17]2[N:18]=[C:19]([CH:29]3[CH2:34][CH2:33][N:32]([C:35]([O:37][C:38]([CH3:41])([CH3:40])[CH3:39])=[O:36])[CH2:31][CH2:30]3)[N:20]([CH2:22][CH2:23][N:24]3[CH2:28][CH2:27][CH2:26][CH2:25]3)[CH:21]=2)[CH2:3][CH2:2]1, predict the reactants needed to synthesize it. The reactants are: [O:1]1[CH2:6][CH:5]=[C:4](B2OC(C)(C)C(C)(C)O2)[CH2:3][CH2:2]1.I[C:17]1[N:18]=[C:19]([CH:29]2[CH2:34][CH2:33][N:32]([C:35]([O:37][C:38]([CH3:41])([CH3:40])[CH3:39])=[O:36])[CH2:31][CH2:30]2)[N:20]([CH2:22][CH2:23][N:24]2[CH2:28][CH2:27][CH2:26][CH2:25]2)[CH:21]=1.C(=O)([O-])[O-].[Na+].[Na+].F[B-](F)(F)F.C([PH+](C(C)(C)C)C(C)(C)C)(C)(C)C.